From a dataset of Merck oncology drug combination screen with 23,052 pairs across 39 cell lines. Regression. Given two drug SMILES strings and cell line genomic features, predict the synergy score measuring deviation from expected non-interaction effect. (1) Drug 1: COC12C(COC(N)=O)C3=C(C(=O)C(C)=C(N)C3=O)N1CC1NC12. Drug 2: CC1(c2nc3c(C(N)=O)cccc3[nH]2)CCCN1. Cell line: EFM192B. Synergy scores: synergy=12.7. (2) Drug 1: Cc1nc(Nc2ncc(C(=O)Nc3c(C)cccc3Cl)s2)cc(N2CCN(CCO)CC2)n1. Synergy scores: synergy=58.3. Cell line: NCIH23. Drug 2: Cn1c(=O)n(-c2ccc(C(C)(C)C#N)cc2)c2c3cc(-c4cnc5ccccc5c4)ccc3ncc21.